Dataset: Forward reaction prediction with 1.9M reactions from USPTO patents (1976-2016). Task: Predict the product of the given reaction. Given the reactants [CH:1]1([NH:6][C:7]([C:9]2[S:13][C:12]([C:14]3[CH:19]=[C:18]([NH:20][C:21]([NH:23][CH2:24][CH3:25])=[O:22])[N:17]=[CH:16][C:15]=3[C:26]3[CH:27]=[N:28][CH:29]=[C:30]([C:32](OC)=[O:33])[CH:31]=3)=[N:11][C:10]=2[C:36]([F:39])([F:38])[F:37])=[O:8])[CH2:5][CH2:4][CH2:3][CH2:2]1.[NH2:40][NH2:41].[CH2:42]([OH:44])C, predict the reaction product. The product is: [CH:1]1([NH:6][C:7]([C:9]2[S:13][C:12]([C:14]3[CH:19]=[C:18]([NH:20][C:21]([NH:23][CH2:24][CH3:25])=[O:22])[N:17]=[CH:16][C:15]=3[C:26]3[CH:27]=[N:28][CH:29]=[C:30]([C:32]4[O:33][C:42](=[O:44])[NH:40][N:41]=4)[CH:31]=3)=[N:11][C:10]=2[C:36]([F:38])([F:39])[F:37])=[O:8])[CH2:5][CH2:4][CH2:3][CH2:2]1.